This data is from NCI-60 drug combinations with 297,098 pairs across 59 cell lines. The task is: Regression. Given two drug SMILES strings and cell line genomic features, predict the synergy score measuring deviation from expected non-interaction effect. (1) Drug 1: CC1C(C(=O)NC(C(=O)N2CCCC2C(=O)N(CC(=O)N(C(C(=O)O1)C(C)C)C)C)C(C)C)NC(=O)C3=C4C(=C(C=C3)C)OC5=C(C(=O)C(=C(C5=N4)C(=O)NC6C(OC(=O)C(N(C(=O)CN(C(=O)C7CCCN7C(=O)C(NC6=O)C(C)C)C)C)C(C)C)C)N)C. Drug 2: C1C(C(OC1N2C=C(C(=O)NC2=O)F)CO)O. Cell line: MCF7. Synergy scores: CSS=11.4, Synergy_ZIP=-5.98, Synergy_Bliss=-1.49, Synergy_Loewe=-5.34, Synergy_HSA=-2.17. (2) Drug 1: C1CCC(C1)C(CC#N)N2C=C(C=N2)C3=C4C=CNC4=NC=N3. Drug 2: C1=CC=C(C=C1)NC(=O)CCCCCCC(=O)NO. Cell line: LOX IMVI. Synergy scores: CSS=2.04, Synergy_ZIP=-7.39, Synergy_Bliss=-11.6, Synergy_Loewe=-13.4, Synergy_HSA=-8.07. (3) Drug 1: CCC1(CC2CC(C3=C(CCN(C2)C1)C4=CC=CC=C4N3)(C5=C(C=C6C(=C5)C78CCN9C7C(C=CC9)(C(C(C8N6C)(C(=O)OC)O)OC(=O)C)CC)OC)C(=O)OC)O.OS(=O)(=O)O. Drug 2: COC1=C2C(=CC3=C1OC=C3)C=CC(=O)O2. Cell line: KM12. Synergy scores: CSS=0.0910, Synergy_ZIP=0.213, Synergy_Bliss=0.536, Synergy_Loewe=-1.55, Synergy_HSA=-0.891. (4) Cell line: M14. Drug 1: C1=CC(=CC=C1CCCC(=O)O)N(CCCl)CCCl. Synergy scores: CSS=-0.194, Synergy_ZIP=-8.30, Synergy_Bliss=-6.66, Synergy_Loewe=-9.71, Synergy_HSA=-6.80. Drug 2: C#CCC(CC1=CN=C2C(=N1)C(=NC(=N2)N)N)C3=CC=C(C=C3)C(=O)NC(CCC(=O)O)C(=O)O. (5) Drug 1: CC(CN1CC(=O)NC(=O)C1)N2CC(=O)NC(=O)C2. Drug 2: CN(C)C1=NC(=NC(=N1)N(C)C)N(C)C. Cell line: 786-0. Synergy scores: CSS=15.6, Synergy_ZIP=-1.91, Synergy_Bliss=5.73, Synergy_Loewe=-3.81, Synergy_HSA=3.18. (6) Drug 1: CC1=C(C=C(C=C1)NC2=NC=CC(=N2)N(C)C3=CC4=NN(C(=C4C=C3)C)C)S(=O)(=O)N.Cl. Drug 2: CC1C(C(CC(O1)OC2CC(OC(C2O)C)OC3=CC4=CC5=C(C(=O)C(C(C5)C(C(=O)C(C(C)O)O)OC)OC6CC(C(C(O6)C)O)OC7CC(C(C(O7)C)O)OC8CC(C(C(O8)C)O)(C)O)C(=C4C(=C3C)O)O)O)O. Cell line: ACHN. Synergy scores: CSS=6.63, Synergy_ZIP=13.9, Synergy_Bliss=15.5, Synergy_Loewe=17.2, Synergy_HSA=17.3. (7) Drug 1: CC1=C2C(C(=O)C3(C(CC4C(C3C(C(C2(C)C)(CC1OC(=O)C(C(C5=CC=CC=C5)NC(=O)OC(C)(C)C)O)O)OC(=O)C6=CC=CC=C6)(CO4)OC(=O)C)O)C)O. Drug 2: B(C(CC(C)C)NC(=O)C(CC1=CC=CC=C1)NC(=O)C2=NC=CN=C2)(O)O. Cell line: OVCAR-5. Synergy scores: CSS=33.1, Synergy_ZIP=-8.27, Synergy_Bliss=-5.76, Synergy_Loewe=-10.1, Synergy_HSA=-5.62. (8) Drug 1: C1=CC(=C2C(=C1NCCNCCO)C(=O)C3=C(C=CC(=C3C2=O)O)O)NCCNCCO. Drug 2: CCC1=C2CN3C(=CC4=C(C3=O)COC(=O)C4(CC)O)C2=NC5=C1C=C(C=C5)O. Cell line: ACHN. Synergy scores: CSS=54.8, Synergy_ZIP=-1.69, Synergy_Bliss=-1.02, Synergy_Loewe=-3.99, Synergy_HSA=1.76. (9) Drug 1: CCCS(=O)(=O)NC1=C(C(=C(C=C1)F)C(=O)C2=CNC3=C2C=C(C=N3)C4=CC=C(C=C4)Cl)F. Drug 2: C1=CC(=CC=C1C#N)C(C2=CC=C(C=C2)C#N)N3C=NC=N3. Cell line: OVCAR-5. Synergy scores: CSS=-4.33, Synergy_ZIP=3.67, Synergy_Bliss=1.46, Synergy_Loewe=-3.98, Synergy_HSA=-4.45.